From a dataset of Experimentally validated miRNA-target interactions with 360,000+ pairs, plus equal number of negative samples. Binary Classification. Given a miRNA mature sequence and a target amino acid sequence, predict their likelihood of interaction. (1) The miRNA is mmu-miR-532-3p with sequence CCUCCCACACCCAAGGCUUGCA. The protein sequence of the target gene is MKPTGTDPRILSIAAEVAKSPEQNVPVILLKLKEIINITPLGSSELKKIKQDIYCYDLIQYCLLVLSQDYSRIQGGWTTISQLTQILSHCCVGLEPGEDAEEFYNELLPSAAENFLVLGRQLQTCFINAAKAEEKDELLHFFQIVTDSLFWLLGGHVELIQNVLQSDHFLHLLQADNVQIGSAVMMMLQNILQINSGDLLRIGRKALYSILDEVIFKLFSTPSPVIRSTATKLLLLMAESHQEILILLRQSTCYKGLRRLLSKQETGTEFSQELRQLVGLLSPMVYQEVEEQKLHQAACL.... Result: 0 (no interaction). (2) The miRNA is hsa-miR-6756-5p with sequence AGGGUGGGGCUGGAGGUGGGGCU. The protein sequence of the target gene is MTNSSSTSTSTTTGGSLLLLCEEEESWAGRRIPVSLLYSGLAIGGTLANGMVIYLVSSFRKLQTTSNAFIVNGCAADLSVCALWMPQEAVLGLLPSGSAEPPGDWDGGGGSYRLLRGGLLGLGLTVSLLSHCLVALNRYLLITRAPATYQVLYQRRHTVGMLALSWALALGLVLLLPPWAPKPGAEPPQVHYPALLAAGALLAQTALLLHCYLGIVRRVRVSVKRVSVLNFHLLHQLPGCAAAAAAFPAAPHAPGPGGAAHPAQPQPLPAALQPRRAQRRLSGLSVLLLCCVFLLATQPL.... Result: 0 (no interaction). (3) Result: 0 (no interaction). The miRNA is mmu-miR-758-3p with sequence UUUGUGACCUGGUCCACUA. The protein sequence of the target gene is MVDKKLVVVFGGTGAQGGSVARTLLEDGTFKVRVVTRNPRKKAAKELRLQGAEVVQGDQDDQVIMELALNGAYATFIVTNYWESCSQEQEVKQGKLLADLARRLGLHYVVYSGLENIKKLTAGRLAAAHFDGKGEVEEYFRDIGVPMTSVRLPCYFENLLSHFLPQKAPDGKSYLLSLPTGDVPMDGMSVSDLGPVVLSLLKMPEKYVGQNIGLSTCRHTAEEYAALLTKHTRKVVHDAKMTPEDYEKLGFPGARDLANMFRFYALRPDRDIELTLRLNPKALTLDQWLEQHKGDFNLL. (4) The miRNA is hsa-miR-1286 with sequence UGCAGGACCAAGAUGAGCCCU. The protein sequence of the target gene is MVQLRPRASRAPASAEAMVDEGQLASEEEEAEHGLLLGQPSSGAAAEPLEEDEEGDDEFDDEAPEELTFASAQAEAREEERRVRETVRRDKTLLKEKRKRREELFIEQKKRKLLPDTILEKLTTASQTNIKKSPGKVKEVNLQKKNEDCEKGNDSKKVKVQKVQSVSQNKSYLAVRLKDQDLRDSRQQAAQAFIHNSLYGPGTNRTTVNKFLSLANKRLPVKRAAVQFLNNAWGIQKKQNAKRFKRRWMVRKMKTKK. Result: 0 (no interaction). (5) The miRNA is hsa-miR-6796-3p with sequence GAAGCUCUCCCCUCCCCGCAG. The protein sequence of the target gene is MNPFWSMSTSSVRKRSEGEEKTLTGDVKTSPPRTAPKKQLPSIPKNALPITKPTSPAPAAQSTNGTHASYGPFYLEYSLLAEFTLVVKQKLPGVYVQPSYRSALMWFGVIFIRHGLYQDGVFKFTVYIPDNYPDGDCPRLVFDIPVFHPLVDPTSGELDVKRAFAKWRRNHNHIWQVLMYARRVFYKIDTASPLNPEAAVLYEKDIQLFKSKVVDSVKVCTARLFDQPKIEDPYAISFSPWNPSVHDEAREKMLTQKKPEEQHNKSVHVAGLSWVKPGSVQPFSKEEKTVAT. Result: 0 (no interaction). (6) The miRNA is hsa-miR-361-3p with sequence UCCCCCAGGUGUGAUUCUGAUUU. The protein sequence of the target gene is MQSREDVPRSRRLASPRGGRRPKRISKPSVSAFFTGPEELKDTAHSAALLAQLKSFYDARLLCDVTIEVVTPGSGPGTGRLFSCNRNVLAAACPYFKSMFTGGMYESQQASVTMHDVDAESFEVLVDYCYTGRVSLSEANVQRLYAASDMLQLEYVREACASFLARRLDLTNCTAILKFADAFDHHKLRSQAQSYIAHNFKQLSRMGSIREETLADLTLAQLLAVLRLDSLDIESERTVCHVAVQWLEAAAKERGPSAAEVFKCVRWMHFTEEDQDYLEGLLTKPIVKKYCLDVIEGALQ.... Result: 0 (no interaction). (7) The miRNA is hsa-miR-204-5p with sequence UUCCCUUUGUCAUCCUAUGCCU. The protein sequence of the target gene is MPAGRAARTCALLALCLLGAGAQDFGPTRFICTSVPVDADMCAASVAAGGAEELRSSVLQLRETVLQQKETILSQKETIRELTAKLGRCESQSTLDPGAGEARAGGGRKQPGSGKNTMGDLSRTPAAETLSQLGQTLQSLKTRLENLEQYSRLNSSSQTNSLKDLLQSKIDELERQVLSRVNTLEEGKGGPRNDTEERVKIETALTSLHQRISELEKGQKDNRPGDKFQLTFPLRTNYMYAKVKKSLPEMYAFTVCMWLKSSATPGVGTPFSYAVPGQANELVLIEWGNNPMEILINDKV.... Result: 1 (interaction).